This data is from Reaction yield outcomes from USPTO patents with 853,638 reactions. The task is: Predict the reaction yield, written as a fraction of the theoretical maximum amount of product (1.0 means a 100% yield; for example, 0.34 means a 34% yield). The reactants are [C:1]([O:5][C:6]([N:8]1[C:16]2[C:11](=[CH:12][CH:13]=[C:14]([NH:17][C:18](=[O:41])[C:19]3[CH:24]=[CH:23][C:22]([NH2:25])=[CH:21][C:20]=3[NH:26][C:27]([CH:29]3[CH2:34][CH2:33][N:32]([C:35]4[CH:40]=[CH:39][N:38]=[CH:37][CH:36]=4)[CH2:31][CH2:30]3)=[O:28])[CH:15]=2)[CH:10]=[CH:9]1)=[O:7])([CH3:4])([CH3:3])[CH3:2].[C:42](Cl)(=[O:44])[CH3:43]. No catalyst specified. The product is [C:1]([O:5][C:6]([N:8]1[C:16]2[C:11](=[CH:12][CH:13]=[C:14]([NH:17][C:18](=[O:41])[C:19]3[CH:24]=[CH:23][C:22]([NH:25][C:42](=[O:44])[CH3:43])=[CH:21][C:20]=3[NH:26][C:27]([CH:29]3[CH2:34][CH2:33][N:32]([C:35]4[CH:36]=[CH:37][N:38]=[CH:39][CH:40]=4)[CH2:31][CH2:30]3)=[O:28])[CH:15]=2)[CH:10]=[CH:9]1)=[O:7])([CH3:4])([CH3:2])[CH3:3]. The yield is 0.770.